From a dataset of Full USPTO retrosynthesis dataset with 1.9M reactions from patents (1976-2016). Predict the reactants needed to synthesize the given product. (1) Given the product [Cl:10][C:11]1[CH:37]=[CH:36][CH:35]=[CH:34][C:12]=1[C:13]([C:15]1[C:22](=[O:23])[N:18]2[CH2:19][CH2:20][CH2:21][N:17]2[C:16]=1[C:24]1[CH:29]=[CH:28][N:27]=[C:26]([O:7][C:1]2[CH:6]=[CH:5][CH:4]=[CH:3][CH:2]=2)[N:25]=1)=[O:14], predict the reactants needed to synthesize it. The reactants are: [C:1]1([OH:7])[CH:6]=[CH:5][CH:4]=[CH:3][CH:2]=1.[H-].[Na+].[Cl:10][C:11]1[CH:37]=[CH:36][CH:35]=[CH:34][C:12]=1[C:13]([C:15]1[C:22](=[O:23])[N:18]2[CH2:19][CH2:20][CH2:21][N:17]2[C:16]=1[C:24]1[CH:29]=[CH:28][N:27]=[C:26](S(C)(=O)=O)[N:25]=1)=[O:14]. (2) Given the product [CH:8]([C:6]1[O:7][C:3]([CH2:2][N:19]2[C:27]3[C:22](=[CH:23][CH:24]=[CH:25][CH:26]=3)[C:21]3([C:31]4=[CH:32][C:33]5[O:37][CH2:36][O:35][C:34]=5[CH:38]=[C:30]4[O:29][CH2:28]3)[C:20]2=[O:39])=[CH:4][N:5]=1)([CH3:10])[CH3:9], predict the reactants needed to synthesize it. The reactants are: Cl[CH2:2][C:3]1[O:7][C:6]([CH:8]([CH3:10])[CH3:9])=[N:5][CH:4]=1.BrCC1CCCCO1.[NH:19]1[C:27]2[C:22](=[CH:23][CH:24]=[CH:25][CH:26]=2)[C:21]2([C:31]3=[CH:32][C:33]4[O:37][CH2:36][O:35][C:34]=4[CH:38]=[C:30]3[O:29][CH2:28]2)[C:20]1=[O:39].N1C2C(=CC=CC=2)C2(COC3C=C4C(=CC2=3)CCO4)C1=O. (3) Given the product [C:4]([C:22]1[CH:14]=[CH:15][C:16](/[CH:17]=[CH:18]/[C:23]([NH:1][C:2]2[CH:3]=[C:4]3[C:8](=[CH:9][CH:10]=2)[NH:7][C:6]([CH2:11][OH:12])=[CH:5]3)=[O:25])=[CH:20][CH:21]=1)([CH3:8])([CH3:5])[CH3:3], predict the reactants needed to synthesize it. The reactants are: [NH2:1][C:2]1[CH:3]=[C:4]2[C:8](=[CH:9][CH:10]=1)[NH:7][C:6]([CH2:11][OH:12])=[CH:5]2.N[C:14]1[CH:15]=[C:16]2[C:20](=[CH:21][CH:22]=1)N[C:18]([C:23]([O:25]CC)=O)=[CH:17]2.[H-].[Al+3].[Li+].[H-].[H-].[H-]. (4) Given the product [Cl:13][C:14]1[CH:15]=[C:16]([NH:21][CH:22]([C:24]([NH:12][C:10](=[O:11])[C@H:2]([CH2:3][C:4]2[CH:9]=[CH:8][CH:7]=[CH:6][CH:5]=2)[NH2:1])=[O:25])[CH3:23])[CH:17]=[CH:18][C:19]=1[Cl:20], predict the reactants needed to synthesize it. The reactants are: [NH2:1][C@H:2]([C:10]([NH2:12])=[O:11])[CH2:3][C:4]1[CH:9]=[CH:8][CH:7]=[CH:6][CH:5]=1.[Cl:13][C:14]1[CH:15]=[C:16]([NH:21][CH:22]([C:24](O)=[O:25])[CH3:23])[CH:17]=[CH:18][C:19]=1[Cl:20]. (5) The reactants are: [OH:1][C:2]1[CH:24]=[CH:23][C:5]([CH2:6][N:7]2[C:15]3[C:10](=[C:11]([NH:16][C:17](=[O:21])[C:18]([OH:20])=[O:19])[CH:12]=[CH:13][CH:14]=3)[CH:9]=[C:8]2[CH3:22])=[CH:4][C:3]=1[CH:25]([CH3:27])[CH3:26].C(O)C.[OH-].[Na+:32]. Given the product [OH:1][C:2]1[CH:24]=[CH:23][C:5]([CH2:6][N:7]2[C:15]3[C:10](=[C:11]([NH:16][C:17](=[O:21])[C:18]([O-:20])=[O:19])[CH:12]=[CH:13][CH:14]=3)[CH:9]=[C:8]2[CH3:22])=[CH:4][C:3]=1[CH:25]([CH3:27])[CH3:26].[Na+:32], predict the reactants needed to synthesize it. (6) The reactants are: [C:1]([C:3]1[C:4]([C:27]2[CH:28]=[N:29][C:30]([O:33]C)=[CH:31][CH:32]=2)=[N:5][C:6]([NH:10][C:11]([C:13]2([C:16]3[CH:26]=[CH:25][C:19]4[O:20][C:21]([F:24])([F:23])[O:22][C:18]=4[CH:17]=3)[CH2:15][CH2:14]2)=[O:12])=[CH:7][C:8]=1[CH3:9])#[N:2].I[Si](C)(C)C. Given the product [C:1]([C:3]1[C:8]([CH3:9])=[CH:7][C:6]([NH:10][C:11]([C:13]2([C:16]3[CH:26]=[CH:25][C:19]4[O:20][C:21]([F:24])([F:23])[O:22][C:18]=4[CH:17]=3)[CH2:14][CH2:15]2)=[O:12])=[N:5][C:4]=1[C:27]1[CH:32]=[CH:31][C:30](=[O:33])[NH:29][CH:28]=1)#[N:2], predict the reactants needed to synthesize it. (7) Given the product [CH3:20][C:21]1[CH:22]=[C:23]([C:28]2[C:29]([C:34]([N:3]3[CH2:4][C@@H:5]4[C@@H:1]([CH2:6]4)[C@H:2]3[CH2:7][NH:8][C:9]([C:11]3[CH:12]=[CH:13][CH:14]=[C:15]4[O:19][CH:18]=[CH:17][C:16]=34)=[O:10])=[O:35])=[CH:30][CH:31]=[CH:32][CH:33]=2)[CH:24]=[CH:25][C:26]=1[CH3:27], predict the reactants needed to synthesize it. The reactants are: [C@@H:1]12[CH2:6][C@@H:5]1[CH2:4][NH:3][C@@H:2]2[CH2:7][NH:8][C:9]([C:11]1[CH:12]=[CH:13][CH:14]=[C:15]2[O:19][CH:18]=[CH:17][C:16]=12)=[O:10].[CH3:20][C:21]1[CH:22]=[C:23]([C:28]2[C:29]([C:34](O)=[O:35])=[CH:30][CH:31]=[CH:32][CH:33]=2)[CH:24]=[CH:25][C:26]=1[CH3:27]. (8) Given the product [NH2:5][C:6]1[CH:11]=[N:10][C:9]([C:12]2[CH:13]=[C:14]([CH:19]=[CH:20][CH:21]=2)[C:15]([O:17][CH3:18])=[O:16])=[N:8][CH:7]=1, predict the reactants needed to synthesize it. The reactants are: CN(C=[N:5][C:6]1[CH:7]=[N:8][C:9]([C:12]2[CH:13]=[C:14]([CH:19]=[CH:20][CH:21]=2)[C:15]([O:17][CH3:18])=[O:16])=[N:10][CH:11]=1)C.S(=O)(=O)(O)O.